From a dataset of Full USPTO retrosynthesis dataset with 1.9M reactions from patents (1976-2016). Predict the reactants needed to synthesize the given product. (1) Given the product [N+:15]([C:18]1[CH:23]=[CH:22][C:21]([C:24]2[S:25][C:26]3[CH:32]=[CH:31][CH:30]=[C:29]([O:11][CH2:12][CH2:13][F:14])[C:27]=3[CH:28]=2)=[CH:20][CH:19]=1)([O-:17])=[O:16], predict the reactants needed to synthesize it. The reactants are: C(=O)([O-])[O-].[K+].[K+].CS([O:11][CH2:12][CH2:13][F:14])(=O)=O.[N+:15]([C:18]1[CH:23]=[CH:22][C:21]([C:24]2[S:25][C:26]3[CH:32]=[C:31](O)[CH:30]=[CH:29][C:27]=3[CH:28]=2)=[CH:20][CH:19]=1)([O-:17])=[O:16].O. (2) Given the product [CH3:11][C:5]1[CH:4]=[CH:3][C:2]([CH2:1][NH2:10])=[CH:7][CH:6]=1, predict the reactants needed to synthesize it. The reactants are: [C:1]([NH2:10])(=O)[CH2:2][CH2:3][CH2:4][CH2:5][CH2:6][CH2:7]C.[C:11](N)(=O)CCCCCCCCC. (3) The reactants are: [CH2:1]([N:3]([CH2:30][CH3:31])[CH2:4][CH2:5][O:6][C:7]1[CH:8]=[CH:9][C:10]2[C:14]3[CH:15]=[CH:16][C:17]([O:19][CH2:20][CH2:21][N:22]([CH2:25][CH3:26])[CH2:23][CH3:24])=[CH:18][C:13]=3[S:12](=O)(=O)[C:11]=2[CH:29]=1)[CH3:2].[H-].[Al+3].[Li+].[H-].[H-].[H-]. Given the product [CH2:30]([N:3]([CH2:1][CH3:2])[CH2:4][CH2:5][O:6][C:7]1[CH:8]=[CH:9][C:10]2[C:14]3[CH:15]=[CH:16][C:17]([O:19][CH2:20][CH2:21][N:22]([CH2:25][CH3:26])[CH2:23][CH3:24])=[CH:18][C:13]=3[S:12][C:11]=2[CH:29]=1)[CH3:31], predict the reactants needed to synthesize it. (4) Given the product [OH:8][CH2:9][C:10]1([CH3:37])[S:16][CH2:15][CH2:14][N:13]2[C:17]([C:20]3([C:23]4[CH:28]=[CH:27][C:26]([C:29]5[CH:30]=[CH:31][C:32]([C:35]#[N:36])=[N:33][CH:34]=5)=[CH:25][CH:24]=4)[CH2:21][CH2:22]3)=[N:18][N:19]=[C:12]2[CH2:11]1, predict the reactants needed to synthesize it. The reactants are: [Si]([O:8][CH2:9][C:10]1([CH3:37])[S:16][CH2:15][CH2:14][N:13]2[C:17]([C:20]3([C:23]4[CH:28]=[CH:27][C:26]([C:29]5[CH:30]=[CH:31][C:32]([C:35]#[N:36])=[N:33][CH:34]=5)=[CH:25][CH:24]=4)[CH2:22][CH2:21]3)=[N:18][N:19]=[C:12]2[CH2:11]1)(C(C)(C)C)(C)C.Cl. (5) Given the product [CH3:27][CH:25]([CH3:26])[C@@H:20]([NH:19][S:16]([C:14]1[CH:13]=[CH:12][C:10]2[O:11][C:7]3[CH:6]=[C:5]([C:3]4[N:4]=[C:30]([CH3:31])[O:1][N:2]=4)[CH:29]=[CH:28][C:8]=3[C:9]=2[CH:15]=1)(=[O:18])=[O:17])[C:21]([O:23][CH3:24])=[O:22], predict the reactants needed to synthesize it. The reactants are: [OH:1][NH:2][C:3]([C:5]1[CH:29]=[CH:28][C:8]2[C:9]3[CH:15]=[C:14]([S:16]([NH:19][C@H:20]([CH:25]([CH3:27])[CH3:26])[C:21]([O:23][CH3:24])=[O:22])(=[O:18])=[O:17])[CH:13]=[CH:12][C:10]=3[O:11][C:7]=2[CH:6]=1)=[NH:4].[C:30](OC(=O)C)(=O)[CH3:31].O. (6) Given the product [CH2:1]([N:3]1[CH2:19][C:15]2[C:8]3[C:7](=[CH:11][S:10][C:9]=3[CH:12]=[CH:13][CH:14]=2)[S:4]1(=[O:5])=[O:6])[CH3:2], predict the reactants needed to synthesize it. The reactants are: [CH2:1]([NH:3][S:4]([C:7]1[C:8]2[CH:15]=[CH:14][CH:13]=[CH:12][C:9]=2[S:10][CH:11]=1)(=[O:6])=[O:5])[CH3:2].O1CC[CH2:19]OO1.